This data is from Retrosynthesis with 50K atom-mapped reactions and 10 reaction types from USPTO. The task is: Predict the reactants needed to synthesize the given product. (1) Given the product Cc1nc(N2CC3CN(C(=O)c4cccc(F)c4-n4nccn4)CC3C2)nc(C)c1C, predict the reactants needed to synthesize it. The reactants are: Cc1nc(N2CC3CNCC3C2)nc(C)c1C.O=C(O)c1cccc(F)c1-n1nccn1. (2) Given the product O=C(OCC(Cl)(Cl)Cl)N1CCC(CCCCc2ccncc2)CC1, predict the reactants needed to synthesize it. The reactants are: O=C(Cl)OCC(Cl)(Cl)Cl.c1cc(CCCCC2CCNCC2)ccn1. (3) The reactants are: CNC(=O)C1(c2ccc(Br)cn2)CC1.C[C@@H](c1ccc(B2OC(C)(C)C(C)(C)O2)cc1)N1CC[C@](CC(C)(C)O)(c2ccccc2)OC1=O. Given the product CNC(=O)C1(c2ccc(-c3ccc([C@H](C)N4CC[C@](CC(C)(C)O)(c5ccccc5)OC4=O)cc3)cn2)CC1, predict the reactants needed to synthesize it. (4) Given the product O=CCCN1C(=O)C2(COc3cc4c(cc32)OCO4)c2ccccc21, predict the reactants needed to synthesize it. The reactants are: O=C1N(CCCO)c2ccccc2C12COc1cc3c(cc12)OCO3. (5) Given the product CCC(=O)N(Cc1ccc(Cl)c(OC(F)(F)F)c1)c1cc(F)cc(C#N)c1, predict the reactants needed to synthesize it. The reactants are: CCC(=O)Nc1cc(F)cc(C#N)c1.FC(F)(F)Oc1cc(CBr)ccc1Cl. (6) The reactants are: Nc1nc(-c2ccccc2C(=O)O)cs1.O=C(NC[C@H]1NC[C@H]2C[C@H]21)c1cccc2occc12. Given the product Nc1nc(-c2ccccc2C(=O)N2C[C@H]3C[C@H]3[C@H]2CNC(=O)c2cccc3occc23)cs1, predict the reactants needed to synthesize it. (7) Given the product CCOC(=O)CN(CCCc1ccc2cccnc2n1)C(=O)OC(C)(C)C, predict the reactants needed to synthesize it. The reactants are: CCOC(=O)CN(CCCC(C)=O)C(=O)OC(C)(C)C.Nc1ncccc1C=O. (8) Given the product [N-]=[N+]=NCCCOC12C=CC=CC1CC2C(=O)N1CCCCC1, predict the reactants needed to synthesize it. The reactants are: O=C(C1CC2C=CC=CC21OCCCCl)N1CCCCC1.[N-]=[N+]=[N-]. (9) Given the product O=C1NCCSc2sccc21, predict the reactants needed to synthesize it. The reactants are: ON=C1CCSc2sccc21.